The task is: Predict the reactants needed to synthesize the given product.. This data is from Retrosynthesis with 50K atom-mapped reactions and 10 reaction types from USPTO. (1) Given the product CCOc1cc(N)ccc1C(=O)OC(C)(C)C, predict the reactants needed to synthesize it. The reactants are: CCOc1cc([N+](=O)[O-])ccc1C(=O)OC(C)(C)C. (2) Given the product COC(=O)[C@@H]1CC(N=[N+]=[N-])CN1C(=O)CCc1ccc(CNC(=O)OC(C)(C)C)cc1, predict the reactants needed to synthesize it. The reactants are: CC(C)(C)OC(=O)NCc1ccc(CCC(=O)O)cc1.COC(=O)[C@@H]1C[C@H](N=[N+]=[N-])CN1. (3) Given the product FC(F)(F)c1cc2c(NCc3ccc4c(c3)OCO4)nc(-n3cccn3)nc2s1, predict the reactants needed to synthesize it. The reactants are: FC(F)(F)c1cc2c(NCc3ccc4c(c3)OCO4)nc(Cl)nc2s1.c1cn[nH]c1. (4) Given the product OCc1csc(-c2ccccc2)c1, predict the reactants needed to synthesize it. The reactants are: COC(=O)c1csc(-c2ccccc2)c1. (5) Given the product c1ccc(N(CC2CCCCN2)C2Cc3ccccc3C2)cc1, predict the reactants needed to synthesize it. The reactants are: c1ccc(CN2CCCCC2CN(c2ccccc2)C2Cc3ccccc3C2)cc1. (6) Given the product COc1cc(Nc2nc3c(-c4ccc(F)c(C)c4)cc(C)cn3n2)ccc1-n1cnc(C)c1, predict the reactants needed to synthesize it. The reactants are: COc1cc(Br)ccc1-n1cnc(C)c1.Cc1cc(-c2ccc(F)c(C)c2)c2nc(N)nn2c1. (7) Given the product CCN1CCN(c2nccnc2OCCOc2ccc(Cl)cc2)CC1, predict the reactants needed to synthesize it. The reactants are: CCN1CCNCC1.Clc1ccc(OCCOc2nccnc2Cl)cc1. (8) Given the product O=C(Cc1ccccc1)NC(C(=O)O)C(c1ccc(F)cc1)c1ccc(F)cc1, predict the reactants needed to synthesize it. The reactants are: NC(C(=O)O)C(c1ccc(F)cc1)c1ccc(F)cc1.O=C(Cl)Cc1ccccc1. (9) Given the product O=C(c1cc(Cl)ccc1CN1CCNCC1)N1CCOCC1, predict the reactants needed to synthesize it. The reactants are: CC(C)(C)OC(=O)N1CCN(Cc2ccc(Cl)cc2C(=O)N2CCOCC2)CC1. (10) Given the product CC(C)Oc1cc(Nc2nc(N[C@@H](C)c3ccc(F)cn3)nc(N)c2Cl)n[nH]1, predict the reactants needed to synthesize it. The reactants are: CC(C)Oc1cc(Nc2nc(N[C@@H](C)c3ccc(F)cn3)nc(Cl)c2Cl)n[nH]1.[NH4+].